Dataset: Merck oncology drug combination screen with 23,052 pairs across 39 cell lines. Task: Regression. Given two drug SMILES strings and cell line genomic features, predict the synergy score measuring deviation from expected non-interaction effect. (1) Drug 1: O=c1[nH]cc(F)c(=O)[nH]1. Drug 2: O=C(CCCCCCC(=O)Nc1ccccc1)NO. Cell line: SKMES1. Synergy scores: synergy=14.1. (2) Drug 2: CCC1=CC2CN(C1)Cc1c([nH]c3ccccc13)C(C(=O)OC)(c1cc3c(cc1OC)N(C)C1C(O)(C(=O)OC)C(OC(C)=O)C4(CC)C=CCN5CCC31C54)C2. Cell line: OCUBM. Synergy scores: synergy=-4.51. Drug 1: CN1C(=O)C=CC2(C)C3CCC4(C)C(NC(=O)OCC(F)(F)F)CCC4C3CCC12. (3) Drug 1: CN1C(=O)C=CC2(C)C3CCC4(C)C(NC(=O)OCC(F)(F)F)CCC4C3CCC12. Drug 2: CCC1=CC2CN(C1)Cc1c([nH]c3ccccc13)C(C(=O)OC)(c1cc3c(cc1OC)N(C)C1C(O)(C(=O)OC)C(OC(C)=O)C4(CC)C=CCN5CCC31C54)C2. Cell line: KPL1. Synergy scores: synergy=-2.50.